The task is: Predict the reaction yield, written as a fraction of the theoretical maximum amount of product (1.0 means a 100% yield; for example, 0.34 means a 34% yield).. This data is from Reaction yield outcomes from USPTO patents with 853,638 reactions. (1) The reactants are Br[C:2]1[C:10]2[C:5](=[CH:6][CH:7]=[C:8]([C:11]#[N:12])[CH:9]=2)[N:4]([CH:13]2[CH2:18][CH2:17][CH2:16][CH2:15][O:14]2)[N:3]=1.[OH:19][C:20]1[CH:21]=[C:22](B(O)O)[CH:23]=[CH:24][CH:25]=1.P([O-])([O-])([O-])=O.[K+].[K+].[K+]. The catalyst is C(COC)OC.ClCCl.C1C=CC(P(C2C=CC=CC=2)[C-]2C=CC=C2)=CC=1.C1C=CC(P(C2C=CC=CC=2)[C-]2C=CC=C2)=CC=1.Cl[Pd]Cl.[Fe+2]. The product is [OH:19][C:20]1[CH:25]=[C:24]([C:2]2[C:10]3[C:5](=[CH:6][CH:7]=[C:8]([C:11]#[N:12])[CH:9]=3)[N:4]([CH:13]3[CH2:18][CH2:17][CH2:16][CH2:15][O:14]3)[N:3]=2)[CH:23]=[CH:22][CH:21]=1. The yield is 0.850. (2) The reactants are [NH2:1][CH2:2][C:3]([N:5]1[C:13]2[C:8](=[CH:9][C:10](/[CH:14]=[CH:15]/[CH:16]([C:21]3[CH:26]=[C:25]([Cl:27])[C:24]([F:28])=[C:23]([Cl:29])[CH:22]=3)[C:17]([F:20])([F:19])[F:18])=[CH:11][CH:12]=2)[CH:7]=[CH:6]1)=[O:4].[F:30][C:31]([F:37])([F:36])[CH2:32][C:33](O)=[O:34].C1CN([P+](ON2N=NC3C=CC=CC2=3)(N2CCCC2)N2CCCC2)CC1.F[P-](F)(F)(F)(F)F.CCN(C(C)C)C(C)C. The catalyst is C(Cl)Cl. The product is [Cl:27][C:25]1[CH:26]=[C:21]([CH:16]([C:17]([F:19])([F:20])[F:18])/[CH:15]=[CH:14]/[C:10]2[CH:9]=[C:8]3[C:13](=[CH:12][CH:11]=2)[N:5]([C:3](=[O:4])[CH2:2][NH:1][C:33](=[O:34])[CH2:32][C:31]([F:37])([F:36])[F:30])[CH:6]=[CH:7]3)[CH:22]=[C:23]([Cl:29])[C:24]=1[F:28]. The yield is 0.600. (3) The yield is 0.440. The catalyst is O.C(OCC)(=O)C. The reactants are [Cl-].O[NH3+:3].[C:4](=[O:7])([O-])[OH:5].[Na+].CS(C)=O.[CH2:13]([C:17]1[N:18]=[C:19]([CH3:50])[N:20]([C:39]2[CH:44]=[CH:43][CH:42]=[C:41]([O:45][CH2:46][CH2:47][O:48][CH3:49])[CH:40]=2)[C:21](=[O:38])[C:22]=1[CH2:23][C:24]1[CH:29]=[CH:28][C:27]([C:30]2[C:31]([C:36]#[N:37])=[CH:32][CH:33]=[CH:34][CH:35]=2)=[CH:26][CH:25]=1)[CH2:14][CH2:15][CH3:16]. The product is [CH2:13]([C:17]1[N:18]=[C:19]([CH3:50])[N:20]([C:39]2[CH:44]=[CH:43][CH:42]=[C:41]([O:45][CH2:46][CH2:47][O:48][CH3:49])[CH:40]=2)[C:21](=[O:38])[C:22]=1[CH2:23][C:24]1[CH:25]=[CH:26][C:27]([C:30]2[CH:35]=[CH:34][CH:33]=[CH:32][C:31]=2[C:36]2[NH:3][C:4](=[O:7])[O:5][N:37]=2)=[CH:28][CH:29]=1)[CH2:14][CH2:15][CH3:16]. (4) The reactants are [C:1]([C:3]1[CH:8]=[CH:7][CH:6]=[CH:5][C:4]=1[C:9]1[CH:14]=[CH:13][C:12]([CH:15]([CH:17]([C:23](=O)[CH2:24][CH2:25][CH3:26])[C:18](OCC)=[O:19])[CH3:16])=[CH:11][CH:10]=1)#[N:2].[O:28]1[C:32]2([CH2:37][CH2:36][CH:35]([NH:38][C:39]3[NH:43][CH:42]=[N:41][N:40]=3)[CH2:34][CH2:33]2)[O:31][CH2:30][CH2:29]1.N12CCCN=C1CCCCC2.C(N(CC)C1C=CC=CC=1)C. The catalyst is Cl. The product is [O:28]1[C:32]2([CH2:33][CH2:34][CH:35]([N:38]3[C:18](=[O:19])[C:17]([CH:15]([C:12]4[CH:13]=[CH:14][C:9]([C:4]5[C:3]([C:1]#[N:2])=[CH:8][CH:7]=[CH:6][CH:5]=5)=[CH:10][CH:11]=4)[CH3:16])=[C:23]([CH2:24][CH2:25][CH3:26])[N:40]4[N:41]=[CH:42][N:43]=[C:39]34)[CH2:36][CH2:37]2)[O:31][CH2:30][CH2:29]1. The yield is 0.430. (5) The reactants are [Br:1][C:2]1[C:3]([F:14])=[CH:4][CH:5]=[C:6]2[C:11]=1[NH:10][C:9](=O)[C:8]([CH3:13])=[N:7]2.O=P(Cl)(Cl)[Cl:17]. No catalyst specified. The product is [Br:1][C:2]1[C:3]([F:14])=[CH:4][CH:5]=[C:6]2[C:11]=1[N:10]=[C:9]([Cl:17])[C:8]([CH3:13])=[N:7]2. The yield is 0.490.